Dataset: Forward reaction prediction with 1.9M reactions from USPTO patents (1976-2016). Task: Predict the product of the given reaction. (1) Given the reactants [Cl:1][C:2]1[CH:32]=[CH:31][C:5]([CH2:6][N:7]2[C:15]3[C:10](=[CH:11][C:12](/[CH:16]=[C:17]4/[C:18](=[O:30])[N:19]([C@@H:23]5[CH2:28][CH2:27][NH:26][CH2:25][C@H:24]5[OH:29])[C:20](=[O:22])[S:21]/4)=[CH:13][CH:14]=3)[CH:9]=[N:8]2)=[C:4]([C:33]([F:36])([F:35])[F:34])[CH:3]=1.[CH2:37]=O, predict the reaction product. The product is: [Cl:1][C:2]1[CH:32]=[CH:31][C:5]([CH2:6][N:7]2[C:15]3[C:10](=[CH:11][C:12](/[CH:16]=[C:17]4/[C:18](=[O:30])[N:19]([C@@H:23]5[CH2:28][CH2:27][N:26]([CH3:37])[CH2:25][C@H:24]5[OH:29])[C:20](=[O:22])[S:21]/4)=[CH:13][CH:14]=3)[CH:9]=[N:8]2)=[C:4]([C:33]([F:36])([F:35])[F:34])[CH:3]=1. (2) Given the reactants [CH:1]1([OH:6])[CH2:5][CH2:4][CH2:3][CH2:2]1.C1(P(C2C=CC=CC=2)C2C=CC=CC=2)C=CC=CC=1.N(C(OC(C)C)=O)=NC(OC(C)C)=O.O[C:41]1[CH:42]=[C:43]([S:47][C:48]2[C:53]([O:54][CH2:55][CH2:56][CH2:57][C:58]3[CH:63]=[CH:62][N:61]=[CH:60][CH:59]=3)=[CH:52][CH:51]=[CH:50][N:49]=2)[CH:44]=[CH:45][CH:46]=1, predict the reaction product. The product is: [CH:1]1([O:6][C:45]2[CH:44]=[C:43]([S:47][C:48]3[C:53]([O:54][CH2:55][CH2:56][CH2:57][C:58]4[CH:63]=[CH:62][N:61]=[CH:60][CH:59]=4)=[CH:52][CH:51]=[CH:50][N:49]=3)[CH:42]=[CH:41][CH:46]=2)[CH2:5][CH2:4][CH2:3][CH2:2]1. (3) Given the reactants Cl[C:2]1[N:7]=[C:6]([Cl:8])[N:5]=[C:4]([C:9]2[CH:14]=[CH:13][CH:12]=[CH:11][CH:10]=2)[N:3]=1.[NH2:15][C:16]1[CH:21]=[CH:20][CH:19]=[CH:18][CH:17]=1.C([O-])(O)=O.[Na+], predict the reaction product. The product is: [Cl:8][C:6]1[N:5]=[C:4]([C:9]2[CH:14]=[CH:13][CH:12]=[CH:11][CH:10]=2)[N:3]=[C:2]([NH:15][C:16]2[CH:21]=[CH:20][CH:19]=[CH:18][CH:17]=2)[N:7]=1.